From a dataset of Peptide-MHC class I binding affinity with 185,985 pairs from IEDB/IMGT. Regression. Given a peptide amino acid sequence and an MHC pseudo amino acid sequence, predict their binding affinity value. This is MHC class I binding data. (1) The peptide sequence is LTEEFYHSY. The MHC is HLA-A01:01 with pseudo-sequence HLA-A01:01. The binding affinity (normalized) is 1.00. (2) The peptide sequence is FQGAWAEWPV. The MHC is HLA-A02:06 with pseudo-sequence HLA-A02:06. The binding affinity (normalized) is 1.00.